This data is from Forward reaction prediction with 1.9M reactions from USPTO patents (1976-2016). The task is: Predict the product of the given reaction. (1) The product is: [CH3:42][O:41][CH2:40][CH2:39][N:10]1[C:7]2[CH2:8][CH2:9][N:4]([C:1](=[O:3])[CH3:2])[CH2:5][C:6]=2[C:12]([NH:13][C:22]2[CH:21]=[C:20]([CH3:23])[CH:19]=[CH:18][CH:17]=2)=[N:11]1. Given the reactants [C:1]([N:4]1[CH2:9][CH2:8][C:7]2[N:10](C3CCOCC3)[N:11]=[C:12]([N:13]3[C:22]4[C:17](=[CH:18][C:19](Br)=[C:20]([C:23]#N)[CH:21]=4)CCC3)[C:6]=2[CH2:5]1)(=[O:3])[CH3:2].C([O-])([O-])=O.[Cs+].[Cs+].Cl[CH2:39][CH2:40][O:41][CH3:42], predict the reaction product. (2) Given the reactants [CH2:1]([N:8]1[CH2:13][CH2:12][CH2:11][CH2:10][C:9]1=O)[C:2]1[CH:7]=[CH:6][CH:5]=[CH:4][CH:3]=1.[NH:15]1[CH2:20][CH2:19][O:18][CH2:17][CH2:16]1.C1(C)C=CC=CC=1.[ClH:28], predict the reaction product. The product is: [ClH:28].[ClH:28].[C:2]1([CH2:1][N:8]2[CH2:13][CH2:12][CH:11]([N:15]3[CH2:20][CH2:19][O:18][CH2:17][CH2:16]3)[CH2:10][CH2:9]2)[CH:7]=[CH:6][CH:5]=[CH:4][CH:3]=1.